Dataset: Catalyst prediction with 721,799 reactions and 888 catalyst types from USPTO. Task: Predict which catalyst facilitates the given reaction. (1) Product: [N:15]1([CH2:2][CH2:3][CH2:4][CH2:5][CH2:6][CH2:7][CH2:8][OH:9])[CH:19]=[CH:18][N:17]=[CH:16]1. Reactant: Br[CH2:2][CH2:3][CH2:4][CH2:5][CH2:6][CH2:7][CH2:8][OH:9].CN(C)C=O.[NH:15]1[CH:19]=[CH:18][N:17]=[CH:16]1.[H-].[Na+]. The catalyst class is: 6. (2) Reactant: [CH:1]1([CH:7]([C:9]2[CH:13]=[C:12]([C:14]3[CH:19]=[CH:18][N:17]=[CH:16][CH:15]=3)[O:11][C:10]=2[CH3:20])O)[CH2:6][CH2:5][CH2:4][CH2:3][CH2:2]1.S(Cl)([Cl:23])=O. Product: [Cl:23][CH:7]([CH:1]1[CH2:6][CH2:5][CH2:4][CH2:3][CH2:2]1)[C:9]1[CH:13]=[C:12]([C:14]2[CH:19]=[CH:18][N:17]=[CH:16][CH:15]=2)[O:11][C:10]=1[CH3:20]. The catalyst class is: 11. (3) Reactant: O.[NH2:2][NH2:3].Br[C:5]1[CH:10]=[CH:9][C:8]([Br:11])=[CH:7][N:6]=1. Product: [Br:11][C:8]1[CH:9]=[CH:10][C:5]([NH:2][NH2:3])=[N:6][CH:7]=1. The catalyst class is: 17.